Dataset: NCI-60 drug combinations with 297,098 pairs across 59 cell lines. Task: Regression. Given two drug SMILES strings and cell line genomic features, predict the synergy score measuring deviation from expected non-interaction effect. (1) Drug 1: CCCS(=O)(=O)NC1=C(C(=C(C=C1)F)C(=O)C2=CNC3=C2C=C(C=N3)C4=CC=C(C=C4)Cl)F. Drug 2: CNC(=O)C1=NC=CC(=C1)OC2=CC=C(C=C2)NC(=O)NC3=CC(=C(C=C3)Cl)C(F)(F)F. Cell line: SNB-19. Synergy scores: CSS=14.4, Synergy_ZIP=-5.01, Synergy_Bliss=-4.08, Synergy_Loewe=-16.2, Synergy_HSA=-8.17. (2) Drug 1: CN(C)C1=NC(=NC(=N1)N(C)C)N(C)C. Drug 2: CCC1(CC2CC(C3=C(CCN(C2)C1)C4=CC=CC=C4N3)(C5=C(C=C6C(=C5)C78CCN9C7C(C=CC9)(C(C(C8N6C=O)(C(=O)OC)O)OC(=O)C)CC)OC)C(=O)OC)O.OS(=O)(=O)O. Cell line: SK-MEL-28. Synergy scores: CSS=17.0, Synergy_ZIP=-0.205, Synergy_Bliss=4.01, Synergy_Loewe=-30.6, Synergy_HSA=1.46. (3) Drug 1: CNC(=O)C1=CC=CC=C1SC2=CC3=C(C=C2)C(=NN3)C=CC4=CC=CC=N4. Drug 2: CC1=C(N=C(N=C1N)C(CC(=O)N)NCC(C(=O)N)N)C(=O)NC(C(C2=CN=CN2)OC3C(C(C(C(O3)CO)O)O)OC4C(C(C(C(O4)CO)O)OC(=O)N)O)C(=O)NC(C)C(C(C)C(=O)NC(C(C)O)C(=O)NCCC5=NC(=CS5)C6=NC(=CS6)C(=O)NCCC[S+](C)C)O. Cell line: SN12C. Synergy scores: CSS=4.98, Synergy_ZIP=-3.92, Synergy_Bliss=-4.52, Synergy_Loewe=-3.77, Synergy_HSA=-2.98. (4) Drug 1: C1CCC(C1)C(CC#N)N2C=C(C=N2)C3=C4C=CNC4=NC=N3. Drug 2: CC1C(C(CC(O1)OC2CC(CC3=C2C(=C4C(=C3O)C(=O)C5=C(C4=O)C(=CC=C5)OC)O)(C(=O)CO)O)N)O.Cl. Cell line: OVCAR-5. Synergy scores: CSS=33.5, Synergy_ZIP=6.73, Synergy_Bliss=8.35, Synergy_Loewe=-20.3, Synergy_HSA=5.28. (5) Drug 1: CNC(=O)C1=CC=CC=C1SC2=CC3=C(C=C2)C(=NN3)C=CC4=CC=CC=N4. Drug 2: CC1=C(C=C(C=C1)C(=O)NC2=CC(=CC(=C2)C(F)(F)F)N3C=C(N=C3)C)NC4=NC=CC(=N4)C5=CN=CC=C5. Cell line: KM12. Synergy scores: CSS=24.6, Synergy_ZIP=-2.82, Synergy_Bliss=-1.72, Synergy_Loewe=1.08, Synergy_HSA=1.48.